From a dataset of Reaction yield outcomes from USPTO patents with 853,638 reactions. Predict the reaction yield, written as a fraction of the theoretical maximum amount of product (1.0 means a 100% yield; for example, 0.34 means a 34% yield). (1) The reactants are [CH3:1][C:2]1[N:7]=[C:6]2[S:8][C:9]3[CH:15]=[CH:14]C=[CH:12][CH2:11][C:10]=3[C:5]2=[C:4]([C:16]2[CH:21]=[CH:20][CH:19]=[C:18]([Cl:22])[CH:17]=2)[C:3]=1[CH:23]([CH2:28][CH2:29][CH3:30])[C:24]([O:26]C)=[O:25].[OH-].[Na+]. The catalyst is CO. The product is [CH3:1][C:2]1[N:7]=[C:6]2[S:8][C:9]3[CH2:15][CH2:14][CH2:12][CH2:11][C:10]=3[C:5]2=[C:4]([C:16]2[CH:21]=[CH:20][CH:19]=[C:18]([Cl:22])[CH:17]=2)[C:3]=1[CH:23]([CH2:28][CH2:29][CH3:30])[C:24]([OH:26])=[O:25]. The yield is 0.820. (2) The reactants are [Cl:1][C:2]1[CH:14]=[C:13]([Cl:15])[C:12]([O:16][C:17]2[N:21]([CH3:22])[N:20]=[C:19]([CH3:23])[C:18]=2[CH:24]=O)=[CH:11][C:3]=1[O:4][C@@H:5]([CH3:10])[C:6]([O:8][CH3:9])=[O:7].Cl.[NH2:27][CH2:28][C:29]#[N:30].C(=O)([O-])[O-].[Na+].[Na+].CCCCCC.C(OCC)(=O)C. The catalyst is CO. The product is [Cl:1][C:2]1[CH:14]=[C:13]([Cl:15])[C:12]([O:16][C:17]2[N:21]([CH3:22])[N:20]=[C:19]([CH3:23])[C:18]=2/[CH:24]=[N:30]/[CH2:29][C:28]#[N:27])=[CH:11][C:3]=1[O:4][C@@H:5]([CH3:10])[C:6]([O:8][CH3:9])=[O:7]. The yield is 0.150. (3) The reactants are C([O:8][C:9]1[C:10]([F:22])=[C:11]([CH2:18][C:19](=[O:21])[CH3:20])[C:12]([N+:15]([O-:17])=[O:16])=[CH:13][CH:14]=1)C1C=CC=CC=1.Br. The catalyst is C(OC(=O)C)(=O)C.C(O)(=O)C. The product is [F:22][C:10]1[C:9]([OH:8])=[CH:14][CH:13]=[C:12]([N+:15]([O-:17])=[O:16])[C:11]=1[CH2:18][C:19](=[O:21])[CH3:20]. The yield is 0.800. (4) The reactants are [OH:1][C:2]1[CH:9]=[CH:8][C:7]([CH3:10])=[CH:6][C:3]=1[CH:4]=[O:5].Br[CH2:12][CH:13]([O:16][CH3:17])[O:14][CH3:15].C(=O)([O-])[O-].[K+].[K+].O. The catalyst is CN(C=O)C. The product is [CH3:15][O:14][CH:13]([O:16][CH3:17])[CH2:12][O:1][C:2]1[CH:9]=[CH:8][C:7]([CH3:10])=[CH:6][C:3]=1[CH:4]=[O:5]. The yield is 0.930. (5) The reactants are [C:1]([N:4]1[C:13]2[C:8](=[CH:9][C:10](B3OC(C)(C)C(C)(C)O3)=[CH:11][CH:12]=2)[C@H:7]([NH:23][C:24](=[O:29])[O:25][CH:26]([CH3:28])[CH3:27])[CH2:6][C@@H:5]1[CH3:30])(=[O:3])[CH3:2].Br[C:32]1[CH:37]=[CH:36][C:35]([CH2:38][CH2:39][NH:40][C:41](=[O:47])[O:42][C:43]([CH3:46])([CH3:45])[CH3:44])=[CH:34][CH:33]=1.C(=O)([O-])[O-].[K+].[K+]. The catalyst is C1C=CC([P]([Pd]([P](C2C=CC=CC=2)(C2C=CC=CC=2)C2C=CC=CC=2)([P](C2C=CC=CC=2)(C2C=CC=CC=2)C2C=CC=CC=2)[P](C2C=CC=CC=2)(C2C=CC=CC=2)C2C=CC=CC=2)(C2C=CC=CC=2)C2C=CC=CC=2)=CC=1. The product is [C:1]([N:4]1[C:13]2[C:8](=[CH:9][C:10]([C:32]3[CH:33]=[CH:34][C:35]([CH2:38][CH2:39][NH:40][C:41]([O:42][C:43]([CH3:46])([CH3:45])[CH3:44])=[O:47])=[CH:36][CH:37]=3)=[CH:11][CH:12]=2)[C@H:7]([NH:23][C:24](=[O:29])[O:25][CH:26]([CH3:28])[CH3:27])[CH2:6][C@@H:5]1[CH3:30])(=[O:3])[CH3:2]. The yield is 0.310. (6) The reactants are [NH2:1][C:2]1[S:3]/[C:4](=[CH:8]\[C:9]2[CH:14]=[C:13]([O:15][CH3:16])[C:12]([OH:17])=[C:11]([Cl:18])[CH:10]=2)/[C:5](=[O:7])[N:6]=1.Br[CH2:20][C:21]([C:23]1[CH:28]=[CH:27][CH:26]=[CH:25][C:24]=1[O:29][CH2:30][CH2:31][O:32][CH2:33][CH2:34][O:35][CH2:36][CH2:37][F:38])=O. No catalyst specified. The product is [Cl:18][C:11]1[CH:10]=[C:9](/[CH:8]=[C:4]2/[C:5](=[O:7])[N:6]3[CH:20]=[C:21]([C:23]4[CH:28]=[CH:27][CH:26]=[CH:25][C:24]=4[O:29][CH2:30][CH2:31][O:32][CH2:33][CH2:34][O:35][CH2:36][CH2:37][F:38])[N:1]=[C:2]3[S:3]/2)[CH:14]=[C:13]([O:15][CH3:16])[C:12]=1[OH:17]. The yield is 0.200.